Dataset: Forward reaction prediction with 1.9M reactions from USPTO patents (1976-2016). Task: Predict the product of the given reaction. (1) Given the reactants [O:1]=[C:2]1[N:7]([CH2:8][C:9]([OH:11])=O)[N:6]=[N:5][C:4]2[CH:12]=[CH:13][CH:14]=[CH:15][C:3]1=2.[Cl:16][C:17]1[CH:22]=[C:21]([O:23][CH3:24])[CH:20]=[CH:19][C:18]=1[CH2:25][CH2:26][NH2:27], predict the reaction product. The product is: [Cl:16][C:17]1[CH:22]=[C:21]([O:23][CH3:24])[CH:20]=[CH:19][C:18]=1[CH2:25][CH2:26][NH:27][C:9](=[O:11])[CH2:8][N:7]1[C:2](=[O:1])[C:3]2[CH:15]=[CH:14][CH:13]=[CH:12][C:4]=2[N:5]=[N:6]1. (2) Given the reactants [NH:1]1[CH2:6][CH2:5][C:4](=[O:7])[CH2:3][CH2:2]1.Cl[CH2:9][CH2:10][CH2:11][CH2:12][CH2:13][O:14][CH2:15][CH3:16], predict the reaction product. The product is: [CH2:15]([O:14][CH2:13][CH2:12][CH2:11][CH2:10][CH2:9][N:1]1[CH2:6][CH2:5][C:4](=[O:7])[CH2:3][CH2:2]1)[CH3:16]. (3) The product is: [NH2:15][C:14]1[CH:13]=[C:12]([C:16]2[O:17][CH:18]=[CH:19][CH:20]=2)[NH:22][C:23]=1[C:24]([O:26][CH2:27][CH3:28])=[O:25]. Given the reactants CC1C=CC(S(O[C:12]([C:16]2[O:17][CH:18]=[CH:19][CH:20]=2)=[CH:13][C:14]#[N:15])(=O)=O)=CC=1.Cl.[NH2:22][CH:23](C(OCC)=O)[C:24]([O:26][CH2:27][CH3:28])=[O:25].C(O)C.[O-]CC.[Na+].Cl, predict the reaction product. (4) The product is: [CH2:1]([O:3][C:4]([C:6]1([C:9]2[CH:10]=[CH:11][C:12]([C:15]3[CH:20]=[CH:19][C:18]([C:21]4[O:25][N:24]=[C:23]([CH3:26])[C:22]=4[CH2:27][CH2:28][C:29](=[O:30])[NH:32][C:33]4[CH:38]=[CH:37][CH:36]=[CH:35][CH:34]=4)=[CH:17][CH:16]=3)=[CH:13][CH:14]=2)[CH2:7][CH2:8]1)=[O:5])[CH3:2]. Given the reactants [CH2:1]([O:3][C:4]([C:6]1([C:9]2[CH:14]=[CH:13][C:12]([C:15]3[CH:20]=[CH:19][C:18]([C:21]4[O:25][N:24]=[C:23]([CH3:26])[C:22]=4[CH2:27][CH2:28][C:29](O)=[O:30])=[CH:17][CH:16]=3)=[CH:11][CH:10]=2)[CH2:8][CH2:7]1)=[O:5])[CH3:2].[NH2:32][C:33]1[CH:38]=[CH:37][CH:36]=[CH:35][CH:34]=1, predict the reaction product. (5) Given the reactants [CH3:1][N:2]1[C:6]([C:7]([F:10])([F:9])[F:8])=[CH:5][C:4](OS(C2C=CC(C)=CC=2)(=O)=O)=[N:3]1.[CH2:22]([C:27]1[CH:32]=[CH:31][CH:30]=[CH:29][CH:28]=1)[CH2:23][CH2:24][C:25]#[CH:26], predict the reaction product. The product is: [CH3:1][N:2]1[C:6]([C:7]([F:8])([F:9])[F:10])=[CH:5][C:4]([C:26]#[C:25][CH2:24][CH2:23][CH2:22][C:27]2[CH:32]=[CH:31][CH:30]=[CH:29][CH:28]=2)=[N:3]1. (6) Given the reactants [F:1][C:2]1[CH:3]=[C:4]([NH:9][C:10]2[N:18]=[CH:17][CH:16]=[CH:15][C:11]=2[C:12]([OH:14])=O)[CH:5]=[C:6]([F:8])[CH:7]=1.Cl.[NH2:20][C:21]([CH3:26])([CH2:24][CH3:25])[C:22]#[CH:23].C1C=CC2N(O)N=NC=2C=1.CCN=C=NCCCN(C)C.CCN(C(C)C)C(C)C, predict the reaction product. The product is: [F:8][C:6]1[CH:5]=[C:4]([NH:9][C:10]2[N:18]=[CH:17][CH:16]=[CH:15][C:11]=2[C:12]([NH:20][C:21]([CH3:26])([CH2:24][CH3:25])[C:22]#[CH:23])=[O:14])[CH:3]=[C:2]([F:1])[CH:7]=1. (7) Given the reactants N1CCC[CH:2]1C(O)=O.[C:9]([O:13][C:14]([N:16]1[CH2:20][C:19](=[N:21][O:22][CH3:23])[CH2:18][C@H:17]1[C:24]([OH:26])=[O:25])=[O:15])([CH3:12])([CH3:11])[CH3:10].CO.C[Si](C=[N+]=[N-])(C)C, predict the reaction product. The product is: [CH3:23][O:22][N:21]=[C:19]1[CH2:20][N:16]([C:14]([O:13][C:9]([CH3:12])([CH3:10])[CH3:11])=[O:15])[C@H:17]([C:24]([O:26][CH3:2])=[O:25])[CH2:18]1. (8) Given the reactants [O:1]=[C:2]1[CH2:7][CH2:6][N:5]([C:8]2[CH:13]=[CH:12][C:11]([N:14]3[CH2:18][C@H:17]([CH2:19][NH:20][C:21](=[O:23])[CH3:22])[O:16][C:15]3=[O:24])=[CH:10][C:9]=2[F:25])[CH2:4][CH:3]1[CH3:26].[F:27][C:28]([Mg]Br)([F:30])[F:29], predict the reaction product. The product is: [F:27][C:28]([F:30])([F:29])[C:2]1([OH:1])[CH2:7][CH2:6][N:5]([C:8]2[CH:13]=[CH:12][C:11]([N:14]3[CH2:18][C@H:17]([CH2:19][NH:20][C:21](=[O:23])[CH3:22])[O:16][C:15]3=[O:24])=[CH:10][C:9]=2[F:25])[CH2:4][CH:3]1[CH3:26]. (9) Given the reactants C(OC([N:8]1[CH2:13][CH2:12][CH:11]([NH:14][C:15]2[CH:20]=[C:19]([Cl:21])[N:18]=[C:17]([Cl:22])[N:16]=2)[CH2:10][CH2:9]1)=O)(C)(C)C, predict the reaction product. The product is: [ClH:21].[ClH:21].[Cl:22][C:17]1[N:16]=[C:15]([NH:14][CH:11]2[CH2:10][CH2:9][NH:8][CH2:13][CH2:12]2)[CH:20]=[C:19]([Cl:21])[N:18]=1.